This data is from Full USPTO retrosynthesis dataset with 1.9M reactions from patents (1976-2016). The task is: Predict the reactants needed to synthesize the given product. (1) Given the product [CH:1]([NH:4][C:5]([N:33]1[CH2:32][CH2:31][CH:30]([O:29][C:27]2[CH:28]=[C:23]([N:19]3[C:20]4[C:16](=[CH:15][C:14]([S:11]([CH3:10])(=[O:13])=[O:12])=[CH:22][CH:21]=4)[CH2:17][CH2:18]3)[N:24]=[CH:25][N:26]=2)[CH2:35][CH2:34]1)=[O:6])([CH3:3])[CH3:2], predict the reactants needed to synthesize it. The reactants are: [CH:1]([N:4]=[C:5]=[O:6])([CH3:3])[CH3:2].ClCCl.[CH3:10][S:11]([C:14]1[CH:15]=[C:16]2[C:20](=[CH:21][CH:22]=1)[N:19]([C:23]1[CH:28]=[C:27]([O:29][CH:30]3[CH2:35][CH2:34][NH:33][CH2:32][CH2:31]3)[N:26]=[CH:25][N:24]=1)[CH2:18][CH2:17]2)(=[O:13])=[O:12]. (2) The reactants are: [CH3:1][O:2][C:3]1[N:8]=[CH:7][C:6]([C:9]2[CH2:14][CH2:13][C:12](=O)[CH2:11][CH:10]=2)=[CH:5][CH:4]=1.Cl.[NH:17]1[CH2:20][CH:19]([NH:21][C:22]([CH2:24][NH:25][C:26](=[O:37])[C:27]2[CH:32]=[CH:31][CH:30]=[C:29]([C:33]([F:36])([F:35])[F:34])[CH:28]=2)=[O:23])[CH2:18]1.[BH-](OC(C)=O)(OC(C)=O)OC(C)=O.[Na+]. Given the product [CH3:1][O:2][C:3]1[N:8]=[CH:7][C:6]([C:9]2[CH2:14][CH2:13][CH:12]([N:17]3[CH2:20][CH:19]([NH:21][C:22]([CH2:24][NH:25][C:26](=[O:37])[C:27]4[CH:32]=[CH:31][CH:30]=[C:29]([C:33]([F:36])([F:34])[F:35])[CH:28]=4)=[O:23])[CH2:18]3)[CH2:11][CH:10]=2)=[CH:5][CH:4]=1, predict the reactants needed to synthesize it. (3) Given the product [CH3:5][O:6][C:7]1[C:12]([NH:13][C:1](=[O:3])[CH3:2])=[CH:11][C:10]([CH2:14][S:15](/[CH:18]=[CH:19]/[C:20]2[C:25]([O:26][CH3:27])=[CH:24][C:23]([O:28][CH3:29])=[CH:22][C:21]=2[O:30][CH3:31])(=[O:17])=[O:16])=[CH:9][N:8]=1, predict the reactants needed to synthesize it. The reactants are: [C:1](Cl)(=[O:3])[CH3:2].[CH3:5][O:6][C:7]1[C:12]([NH2:13])=[CH:11][C:10]([CH2:14][S:15](/[CH:18]=[CH:19]/[C:20]2[C:25]([O:26][CH3:27])=[CH:24][C:23]([O:28][CH3:29])=[CH:22][C:21]=2[O:30][CH3:31])(=[O:17])=[O:16])=[CH:9][N:8]=1. (4) Given the product [ClH:14].[NH2:1][C:2]1[C:3]([C:4]([NH:17][C:18]2[CH:23]=[CH:22][C:21]([Cl:24])=[CH:20][N:19]=2)=[O:6])=[CH:7][CH:8]=[CH:9][N:10]=1, predict the reactants needed to synthesize it. The reactants are: [NH2:1][C:2]1[N:10]=[CH:9][CH:8]=[CH:7][C:3]=1[C:4]([OH:6])=O.C(Cl)(=O)C([Cl:14])=O.[NH2:17][C:18]1[CH:23]=[CH:22][C:21]([Cl:24])=[CH:20][N:19]=1.N1C=CC=CC=1. (5) The reactants are: C(OC([N:8]1[CH2:13][CH2:12][CH2:11][CH:10]([NH:14][C@H:15]([C:20]([O:22][CH:23]2[CH2:27][CH2:26][CH2:25][CH2:24]2)=[O:21])[CH2:16][CH:17]([CH3:19])[CH3:18])[CH2:9]1)=O)(C)(C)C.[ClH:28]. Given the product [ClH:28].[ClH:28].[NH:8]1[CH2:13][CH2:12][CH2:11][CH:10]([NH:14][C@H:15]([C:20]([O:22][CH:23]2[CH2:24][CH2:25][CH2:26][CH2:27]2)=[O:21])[CH2:16][CH:17]([CH3:19])[CH3:18])[CH2:9]1, predict the reactants needed to synthesize it.